From a dataset of Catalyst prediction with 721,799 reactions and 888 catalyst types from USPTO. Predict which catalyst facilitates the given reaction. (1) Reactant: [NH2:1][C@@H:2]1[N:8]=[C:7]([C:9]2[CH:14]=[CH:13][CH:12]=[CH:11][CH:10]=2)[C:6]2[CH:15]=[CH:16][CH:17]=[CH:18][C:5]=2[N:4]([CH2:19][C:20]([F:23])([F:22])[F:21])[C:3]1=[O:24].[C:25]([C:28]1[CH:29]=[C:30]2[C:35](=[CH:36][CH:37]=1)[CH2:34][C:33]1([C:41](=[O:42])[NH:40][C:39](=[O:43])[NH:38]1)[CH2:32][CH2:31]2)(O)=[O:26].C(Cl)CCl.C1C=CC2N(O)N=NC=2C=1.C(N(CC)C(C)C)(C)C. Product: [O:43]=[C:39]1[NH:38][C:33]2([CH2:32][CH2:31][C:30]3[C:35](=[CH:36][CH:37]=[C:28]([C:25]([NH:1][C@@H:2]4[N:8]=[C:7]([C:9]5[CH:10]=[CH:11][CH:12]=[CH:13][CH:14]=5)[C:6]5[CH:15]=[CH:16][CH:17]=[CH:18][C:5]=5[N:4]([CH2:19][C:20]([F:21])([F:23])[F:22])[C:3]4=[O:24])=[O:26])[CH:29]=3)[CH2:34]2)[C:41](=[O:42])[NH:40]1. The catalyst class is: 3. (2) Product: [F:34][C:31]([F:32])([F:33])[CH2:30][CH2:29][S:26]([O:25][C:22]1[CH:21]=[CH:20][C:19]([C:18]2[N:14]([C:9]3[CH:10]=[CH:11][CH:12]=[CH:13][C:8]=3[Cl:7])[N:15]=[C:1]([C:2]([Cl:4])=[O:3])[C:17]=2[CH3:16])=[CH:24][CH:23]=1)(=[O:27])=[O:28]. Reactant: [C:1](Cl)(=O)[C:2]([Cl:4])=[O:3].[Cl:7][C:8]1[CH:13]=[CH:12][CH:11]=[CH:10][C:9]=1[N:14]1[C:18]([C:19]2[CH:24]=[CH:23][C:22]([O:25][S:26]([CH2:29][CH2:30][C:31]([F:34])([F:33])[F:32])(=[O:28])=[O:27])=[CH:21][CH:20]=2)=[C:17](C)[C:16](C(O)=O)=[N:15]1. The catalyst class is: 59. (3) Reactant: [C:1]([O:5][C:6](=[O:21])[NH:7][C:8]1[CH:13]=[C:12]([O:14][CH3:15])[C:11]([CH2:16]Br)=[C:10]([O:18][CH3:19])[C:9]=1[Br:20])([CH3:4])([CH3:3])[CH3:2].[NH:22]1[CH2:27][CH2:26][O:25][CH2:24][CH2:23]1. Product: [C:1]([O:5][C:6](=[O:21])[NH:7][C:8]1[CH:13]=[C:12]([O:14][CH3:15])[C:11]([CH2:16][N:22]2[CH2:27][CH2:26][O:25][CH2:24][CH2:23]2)=[C:10]([O:18][CH3:19])[C:9]=1[Br:20])([CH3:4])([CH3:3])[CH3:2]. The catalyst class is: 20. (4) Reactant: FC(F)(F)C(O)=O.C([O:12][C:13](=[O:42])[C:14]1[CH:19]=[C:18]([C:20]2[CH2:24][CH2:23][CH2:22][C:21]=2[C:25]2[CH:30]=[C:29]([Cl:31])[CH:28]=[CH:27][C:26]=2[O:32][CH2:33][C:34]2[CH:39]=[CH:38][C:37]([F:40])=[CH:36][CH:35]=2)[CH:17]=[CH:16][C:15]=1[CH3:41])(C)(C)C. Product: [F:40][C:37]1[CH:36]=[CH:35][C:34]([CH2:33][O:32][C:26]2[CH:27]=[CH:28][C:29]([Cl:31])=[CH:30][C:25]=2[C:21]2[CH2:22][CH2:23][CH2:24][C:20]=2[C:18]2[CH:17]=[CH:16][C:15]([CH3:41])=[C:14]([CH:19]=2)[C:13]([OH:42])=[O:12])=[CH:39][CH:38]=1. The catalyst class is: 4. (5) Reactant: Cl[CH2:2][CH2:3][CH2:4][CH2:5][C:6]1[CH:11]=[CH:10][C:9]([C:12]([C:14]2[N:22]3[C:17]([CH:18]=[C:19]([C:23]([O:25][CH:26]([CH3:28])[CH3:27])=[O:24])[CH:20]=[CH:21]3)=[CH:16][C:15]=2[CH2:29][CH3:30])=[O:13])=[CH:8][CH:7]=1.[CH:31]1([NH2:36])[CH2:35][CH2:34][CH2:33][CH2:32]1. Product: [CH:31]1([NH:36][CH2:2][CH2:3][CH2:4][CH2:5][C:6]2[CH:11]=[CH:10][C:9]([C:12]([C:14]3[N:22]4[C:17]([CH:18]=[C:19]([C:23]([O:25][CH:26]([CH3:28])[CH3:27])=[O:24])[CH:20]=[CH:21]4)=[CH:16][C:15]=3[CH2:29][CH3:30])=[O:13])=[CH:8][CH:7]=2)[CH2:35][CH2:34][CH2:33][CH2:32]1. The catalyst class is: 23.